Dataset: Reaction yield outcomes from USPTO patents with 853,638 reactions. Task: Predict the reaction yield, written as a fraction of the theoretical maximum amount of product (1.0 means a 100% yield; for example, 0.34 means a 34% yield). (1) The reactants are [O:1]=[C:2]1[NH:6][C@H:5]([C:7]([NH2:9])=[O:8])[CH2:4][CH2:3]1.C(N(CC)CC)C.[CH3:17][C:18]([O:21][C:22](O[C:22]([O:21][C:18]([CH3:20])([CH3:19])[CH3:17])=[O:23])=[O:23])([CH3:20])[CH3:19]. The catalyst is CN(C)C=O.CN(C1C=CN=CC=1)C. The product is [C:7]([C@@H:5]1[CH2:4][CH2:3][C:2](=[O:1])[N:6]1[C:22]([O:21][C:18]([CH3:20])([CH3:19])[CH3:17])=[O:23])(=[O:8])[NH2:9]. The yield is 0.820. (2) The reactants are [CH:1]([C:3]1[CH2:4][C@H:5]2[C:14]3[C:9](=[CH:10][C:11]([C:16]([CH3:21])([CH3:20])[C:17]([OH:19])=[O:18])=[CH:12][C:13]=3[OH:15])[O:8][C:7]([CH3:23])([CH3:22])[C@@H:6]2[CH2:24][CH:25]=1)=[O:2].[BH4-].[Na+]. The catalyst is CO. The product is [OH:15][C:13]1[CH:12]=[C:11]([C:16]([CH3:20])([CH3:21])[C:17]([OH:19])=[O:18])[CH:10]=[C:9]2[C:14]=1[C@@H:5]1[CH2:4][C:3]([CH2:1][OH:2])=[CH:25][CH2:24][C@H:6]1[C:7]([CH3:23])([CH3:22])[O:8]2. The yield is 0.420. (3) The reactants are [F:1][C:2]1[CH:7]=[CH:6][C:5]([C:8]2[S:9][C:10]([C:13]([C:16]3[CH:21]=[CH:20][N:19]=[CH:18][CH:17]=3)([OH:15])[CH3:14])=[CH:11][N:12]=2)=[CH:4][CH:3]=1.[ClH:22].O1CCOCC1. The catalyst is C(O)C. The product is [ClH:22].[F:1][C:2]1[CH:7]=[CH:6][C:5]([C:8]2[S:9][C:10]([C:13]([C:16]3[CH:17]=[CH:18][N:19]=[CH:20][CH:21]=3)([OH:15])[CH3:14])=[CH:11][N:12]=2)=[CH:4][CH:3]=1. The yield is 0.710. (4) The catalyst is CC#N.CCOC(C)=O.O. The yield is 0.760. The reactants are Br[C:2]1[N:3]=[CH:4][C:5]([NH2:8])=[N:6][CH:7]=1.[CH:9]([S:12]([C:15]1[CH:20]=[CH:19][C:18](B(O)O)=[CH:17][CH:16]=1)(=[O:14])=[O:13])([CH3:11])[CH3:10].[O-]P([O-])([O-])=O.[K+].[K+].[K+]. The product is [CH:9]([S:12]([C:15]1[CH:20]=[CH:19][C:18]([C:2]2[N:3]=[CH:4][C:5]([NH2:8])=[N:6][CH:7]=2)=[CH:17][CH:16]=1)(=[O:13])=[O:14])([CH3:11])[CH3:10].